From a dataset of Forward reaction prediction with 1.9M reactions from USPTO patents (1976-2016). Predict the product of the given reaction. Given the reactants Cl[C:2]1[CH:7]=[C:6]([O:8][C:9]2[CH:25]=[CH:24][C:12]3[N:13]=[C:14]([NH:16][C@H:17]([CH2:20][CH:21]([CH3:23])[CH3:22])[CH2:18][OH:19])[S:15][C:11]=3[CH:10]=2)[CH:5]=[CH:4][N:3]=1.[CH3:26][N:27]1[CH:31]=[C:30](B2OC(C)(C)C(C)(C)O2)[CH:29]=[N:28]1.C([O-])([O-])=O.[Na+].[Na+], predict the reaction product. The product is: [CH3:22][CH:21]([CH3:23])[CH2:20][C@@H:17]([NH:16][C:14]1[S:15][C:11]2[CH:10]=[C:9]([O:8][C:6]3[CH:5]=[CH:4][N:3]=[C:2]([C:30]4[CH:29]=[N:28][N:27]([CH3:26])[CH:31]=4)[CH:7]=3)[CH:25]=[CH:24][C:12]=2[N:13]=1)[CH2:18][OH:19].